This data is from Forward reaction prediction with 1.9M reactions from USPTO patents (1976-2016). The task is: Predict the product of the given reaction. (1) Given the reactants [CH3:1][C:2]1[CH:7]=[CH:6][C:5]([NH2:8])=[CH:4][C:3]=1[NH:9][C:10]1[N:11]([C:15]2[CH:20]=[C:19]([NH:21][CH3:22])[N:18]=[CH:17][N:16]=2)[N:12]=[CH:13][N:14]=1.C(N(C(C)C)CC)(C)C.ClC(Cl)(O[C:36](=[O:42])OC(Cl)(Cl)Cl)Cl.[N:44]1([CH2:49][C:50]2[CH:51]=[C:52]([NH2:60])[CH:53]=[C:54]([C:56]([F:59])([F:58])[F:57])[CH:55]=2)[CH2:48][CH2:47][CH2:46][CH2:45]1, predict the reaction product. The product is: [CH3:1][C:2]1[CH:7]=[CH:6][C:5]([NH:8][C:36]([NH:60][C:52]2[CH:53]=[C:54]([C:56]([F:57])([F:58])[F:59])[CH:55]=[C:50]([CH2:49][N:44]3[CH2:48][CH2:47][CH2:46][CH2:45]3)[CH:51]=2)=[O:42])=[CH:4][C:3]=1[NH:9][C:10]1[N:11]([C:15]2[CH:20]=[C:19]([NH:21][CH3:22])[N:18]=[CH:17][N:16]=2)[N:12]=[CH:13][N:14]=1. (2) Given the reactants CCC(C)[BH-](C(C)CC)C(C)CC.[Li+].[Si:15]([O:22][C@@H:23]1[C@@:40]2([CH3:41])[C:27](=[CH:28][CH:29]=[C:30]3[C@@H:39]2[CH2:38][CH2:37][C@@:35]2([CH3:36])[C@H:31]3[CH2:32][CH:33]=[C:34]2[CH2:42][O:43][CH2:44][CH:45]2[O:49][C:46]2([CH3:48])[CH3:47])[CH2:26][C@@H:25]([O:50][Si:51]([C:54]([CH3:57])([CH3:56])[CH3:55])([CH3:53])[CH3:52])[CH2:24]1)([C:18]([CH3:21])([CH3:20])[CH3:19])([CH3:17])[CH3:16].[OH-].[Na+].OO, predict the reaction product. The product is: [Si:15]([O:22][C@@H:23]1[C@@:40]2([CH3:41])[C:27](=[CH:28][CH:29]=[C:30]3[C@@H:39]2[CH2:38][CH2:37][C@@:35]2([CH3:36])[C@H:31]3[CH2:32][CH:33]=[C:34]2[CH2:42][O:43][CH2:44][CH2:45][C:46]([OH:49])([CH3:47])[CH3:48])[CH2:26][C@@H:25]([O:50][Si:51]([C:54]([CH3:57])([CH3:56])[CH3:55])([CH3:52])[CH3:53])[CH2:24]1)([C:18]([CH3:21])([CH3:19])[CH3:20])([CH3:17])[CH3:16]. (3) The product is: [OH:1][C@H:2]([C@H:4]([N:15]1[CH:19]=[C:18]([C:20]([NH2:22])=[O:21])[N:17]=[CH:16]1)[CH2:5][CH2:6][C:7]1[CH:12]=[CH:11][CH:10]=[CH:9][C:8]=1[S:13]([CH3:14])=[O:31])[CH3:3]. Given the reactants [OH:1][C@H:2]([C@H:4]([N:15]1[CH:19]=[C:18]([C:20]([NH2:22])=[O:21])[N:17]=[CH:16]1)[CH2:5][CH2:6][C:7]1[CH:12]=[CH:11][CH:10]=[CH:9][C:8]=1[S:13][CH3:14])[CH3:3].ClC1C=CC=C(C(OO)=[O:31])C=1, predict the reaction product. (4) Given the reactants [CH3:1][N:2]1[CH2:25][CH2:24][C:5]2=[C:6]([S:13][C:14]3[CH:23]=[CH:22][C:17]([C:18](OC)=[O:19])=[CH:16][CH:15]=3)[C:7]3[C:12]([N:4]2[CH2:3]1)=[CH:11][CH:10]=[CH:9][CH:8]=3.[NH2:26][OH:27].Cl.C[O-].[Na+], predict the reaction product. The product is: [OH:27][NH:26][C:18](=[O:19])[C:17]1[CH:22]=[CH:23][C:14]([S:13][C:6]2[C:7]3[C:12](=[CH:11][CH:10]=[CH:9][CH:8]=3)[N:4]3[CH2:3][N:2]([CH3:1])[CH2:25][CH2:24][C:5]=23)=[CH:15][CH:16]=1. (5) Given the reactants [Cl:1][C:2]1[CH:10]=[C:9]2[C:5]([CH:6]=[C:7]([C:11]([NH:13][CH:14]([C:19]3[CH:24]=[CH:23][CH:22]=[C:21]([C:25]([F:28])([F:27])[F:26])[CH:20]=3)[C:15]([F:18])([F:17])[F:16])=[O:12])[NH:8]2)=[CH:4][C:3]=1[C:29]([NH:31][C:32]1([C:35]#[N:36])[CH2:34][CH2:33]1)=[O:30].[H-].[Na+].[CH2:39](Br)[C:40]#[CH:41].O, predict the reaction product. The product is: [Cl:1][C:2]1[CH:10]=[C:9]2[C:5]([CH:6]=[C:7]([C:11]([NH:13][CH:14]([C:19]3[CH:24]=[CH:23][CH:22]=[C:21]([C:25]([F:26])([F:28])[F:27])[CH:20]=3)[C:15]([F:16])([F:18])[F:17])=[O:12])[N:8]2[CH2:41][C:40]#[CH:39])=[CH:4][C:3]=1[C:29]([NH:31][C:32]1([C:35]#[N:36])[CH2:34][CH2:33]1)=[O:30]. (6) Given the reactants [F:1][C:2]1[CH:9]=[CH:8][C:7]([OH:10])=[CH:6][C:3]=1[CH2:4][OH:5].[N:11]1[S:12][N:13]=[C:14]2[CH:19]=[C:18]([CH2:20]Cl)[CH:17]=[CH:16][C:15]=12.Cl[C:23]([N:25]1[C@H:30]([CH3:31])[CH2:29][N:28](C(OC(C)(C)C)=O)[CH2:27][C@@H:26]1[CH3:39])=[O:24], predict the reaction product. The product is: [CH3:39][C@H:26]1[CH2:27][NH:28][CH2:29][C@@H:30]([CH3:31])[N:25]1[C:23]([O:5][CH2:4][C:3]1[CH:6]=[C:7]([O:10][CH2:20][C:18]2[CH:17]=[CH:16][C:15]3=[N:11][S:12][N:13]=[C:14]3[CH:19]=2)[CH:8]=[CH:9][C:2]=1[F:1])=[O:24]. (7) Given the reactants Br.[F:2][C:3]1[C:8]([O:9]C)=[C:7]([CH:11]=[O:12])[CH:6]=[CH:5][C:4]=1[C:13]1[CH:18]=[CH:17][C:16]([F:19])=[CH:15][C:14]=1[F:20], predict the reaction product. The product is: [F:2][C:3]1[C:8]([OH:9])=[C:7]([CH:11]=[O:12])[CH:6]=[CH:5][C:4]=1[C:13]1[CH:18]=[CH:17][C:16]([F:19])=[CH:15][C:14]=1[F:20]. (8) Given the reactants Br[C:2]1[CH:3]=[CH:4][C:5]([C:8]2([OH:18])[CH2:17][CH2:16][C:11]3([O:15][CH2:14][CH2:13][O:12]3)[CH2:10][CH2:9]2)=[N:6][CH:7]=1.CC1C(C(O)=O)=C(C)N(C2C=CC(C(F)(F)F)=CN=2)[N:21]=1, predict the reaction product. The product is: [NH2:21][C:2]1[CH:3]=[CH:4][C:5]([C:8]2([OH:18])[CH2:17][CH2:16][C:11]3([O:15][CH2:14][CH2:13][O:12]3)[CH2:10][CH2:9]2)=[N:6][CH:7]=1. (9) The product is: [Br:1][C:2]1[CH:3]=[C:4]([C:8](=[O:16])[C:9]([C:11]2[CH:15]=[CH:14][N:13]([CH2:28][C:29]([F:32])([F:31])[F:30])[CH:12]=2)=[O:10])[CH:5]=[CH:6][CH:7]=1. Given the reactants [Br:1][C:2]1[CH:3]=[C:4]([C:8](=[O:16])[C:9]([C:11]2[CH:15]=[CH:14][NH:13][CH:12]=2)=[O:10])[CH:5]=[CH:6][CH:7]=1.CC1C=CC(S(O[CH2:28][C:29]([F:32])([F:31])[F:30])(=O)=O)=CC=1.C([O-])([O-])=O.[K+].[K+], predict the reaction product.